Dataset: Forward reaction prediction with 1.9M reactions from USPTO patents (1976-2016). Task: Predict the product of the given reaction. (1) Given the reactants CS(O[CH2:6][CH2:7][O:8][C:9]1[CH:14]=[CH:13][C:12]([CH:15]2[CH2:20][CH2:19][N:18]([C:21]3[CH:22]=[CH:23][C:24]4[N:25]([C:27]([C:30]([F:33])([F:32])[F:31])=[N:28][N:29]=4)[N:26]=3)[CH2:17][CH2:16]2)=[CH:11][CH:10]=1)(=O)=O.[C:34]([N:37]1[CH2:42][CH2:41][NH:40][CH2:39][C@@H:38]1[CH3:43])(=[O:36])[CH3:35], predict the reaction product. The product is: [C:34]([N:37]1[CH2:42][CH2:41][N:40]([CH2:6][CH2:7][O:8][C:9]2[CH:14]=[CH:13][C:12]([CH:15]3[CH2:16][CH2:17][N:18]([C:21]4[CH:22]=[CH:23][C:24]5[N:25]([C:27]([C:30]([F:32])([F:31])[F:33])=[N:28][N:29]=5)[N:26]=4)[CH2:19][CH2:20]3)=[CH:11][CH:10]=2)[CH2:39][C@@H:38]1[CH3:43])(=[O:36])[CH3:35]. (2) Given the reactants C([O:4][C@H:5]1[C@@H:9]([O:10]C(=O)C)[C@H:8]([N:14]2[CH:22]=[N:21][C:20]3[C:15]2=[N:16][C:17]([C:29]#[N:30])=[N:18][C:19]=3[NH:23][CH:24]2[CH2:28][CH2:27][CH2:26][CH2:25]2)[O:7][C@@H:6]1[CH2:31][O:32]C(=O)C)(=O)C, predict the reaction product. The product is: [NH2:30][CH2:29][C:17]1[N:16]=[C:15]2[C:20]([N:21]=[CH:22][N:14]2[C@H:8]2[C@H:9]([OH:10])[C@H:5]([OH:4])[C@@H:6]([CH2:31][OH:32])[O:7]2)=[C:19]([NH:23][CH:24]2[CH2:28][CH2:27][CH2:26][CH2:25]2)[N:18]=1. (3) Given the reactants C[O:2][C:3](=[O:41])[C@@H:4]([NH:25][C:26](=[O:40])[CH2:27][O:28][CH2:29][CH2:30][O:31][CH2:32][CH2:33][O:34][CH2:35][CH2:36][N:37]=[N+:38]=[N-:39])[CH2:5][CH2:6][CH2:7][CH2:8][NH:9][C:10](=[O:24])[CH2:11][O:12][CH2:13][CH2:14][O:15][CH2:16][CH2:17][O:18][CH2:19][CH2:20][N:21]=[N+:22]=[N-:23].[OH-].[Na+], predict the reaction product. The product is: [N:37]([CH2:36][CH2:35][O:34][CH2:33][CH2:32][O:31][CH2:30][CH2:29][O:28][CH2:27][C:26]([NH:25][C@@H:4]([CH2:5][CH2:6][CH2:7][CH2:8][NH:9][C:10](=[O:24])[CH2:11][O:12][CH2:13][CH2:14][O:15][CH2:16][CH2:17][O:18][CH2:19][CH2:20][N:21]=[N+:22]=[N-:23])[C:3]([OH:41])=[O:2])=[O:40])=[N+:38]=[N-:39].